This data is from Catalyst prediction with 721,799 reactions and 888 catalyst types from USPTO. The task is: Predict which catalyst facilitates the given reaction. (1) Reactant: S([O:8][S:9]([C:12]([F:15])([F:14])[F:13])(=[O:11])=[O:10])(C(F)(F)F)(=O)=O.[F:16][CH:17]([F:20])[CH2:18]O.C(N(CC)CC)C. Product: [F:16][CH:17]([F:20])[CH2:18][O:8][S:9]([C:12]([F:13])([F:14])[F:15])(=[O:11])=[O:10]. The catalyst class is: 4. (2) Product: [N:22]([CH2:25][CH2:26][C@@H:27]([OH:30])[CH2:28][O:29][Si:1]([C:14]([CH3:17])([CH3:16])[CH3:15])([C:8]1[CH:13]=[CH:12][CH:11]=[CH:10][CH:9]=1)[C:2]1[CH:7]=[CH:6][CH:5]=[CH:4][CH:3]=1)=[N+:23]=[N-:24]. The catalyst class is: 768. Reactant: [Si:1](Cl)([C:14]([CH3:17])([CH3:16])[CH3:15])([C:8]1[CH:13]=[CH:12][CH:11]=[CH:10][CH:9]=1)[C:2]1[CH:7]=[CH:6][CH:5]=[CH:4][CH:3]=1.ClCCl.[N:22]([CH2:25][CH2:26][C@@H:27]([OH:30])[CH2:28][OH:29])=[N+:23]=[N-:24].C(N(CC)CC)C. (3) Reactant: Br[C:2]1[CH:3]=[CH:4][C:5]([NH:8][C:9](=[O:26])[CH:10]([NH:14][C:15](=[O:25])[CH2:16][C:17]2[CH:22]=[C:21]([F:23])[CH:20]=[C:19]([F:24])[CH:18]=2)[CH2:11][CH2:12][CH3:13])=[N:6][CH:7]=1.[C:27]([O:32][CH3:33])(=[O:31])/[CH:28]=[CH:29]/[CH3:30].C(N(C(C)C)CC)(C)C.C1(C)C=CC=CC=1P(C1C=CC=CC=1C)C1C=CC=CC=1C. Product: [CH3:33][O:32][C:27](=[O:31])[CH:28]=[C:29]([C:2]1[CH:7]=[N:6][C:5]([NH:8][C:9](=[O:26])[CH:10]([NH:14][C:15](=[O:25])[CH2:16][C:17]2[CH:22]=[C:21]([F:23])[CH:20]=[C:19]([F:24])[CH:18]=2)[CH2:11][CH2:12][CH3:13])=[CH:4][CH:3]=1)[CH3:30]. The catalyst class is: 167. (4) Reactant: [CH3:1][C:2]1[N:3]=[C:4]([C:9]2[CH:14]=[CH:13][C:12]([C:15]([F:18])([F:17])[F:16])=[CH:11][CH:10]=2)[O:5][C:6]=1[CH:7]=[O:8].[CH3:19][Mg]Br.[Cl-].[NH4+]. Product: [CH3:1][C:2]1[N:3]=[C:4]([C:9]2[CH:10]=[CH:11][C:12]([C:15]([F:18])([F:16])[F:17])=[CH:13][CH:14]=2)[O:5][C:6]=1[CH:7]([OH:8])[CH3:19]. The catalyst class is: 7. (5) Reactant: [C:1]([NH:4][C:5]1[S:6][C:7](Cl)=[C:8]([CH3:13])[C:9]=1[C:10]([NH2:12])=[O:11])(=[O:3])[CH3:2].[C:15]1([SH:21])[CH:20]=[CH:19][CH:18]=[CH:17][CH:16]=1.C([O-])([O-])=O.[Cs+].[Cs+]. The catalyst class is: 18. Product: [C:1]([NH:4][C:5]1[S:6][C:7]([S:21][C:15]2[CH:20]=[CH:19][CH:18]=[CH:17][CH:16]=2)=[C:8]([CH3:13])[C:9]=1[C:10]([NH2:12])=[O:11])(=[O:3])[CH3:2]. (6) The catalyst class is: 1. Product: [CH3:11][O:10][C:4]1[C:5]([O:8][CH3:9])=[N:6][CH:7]=[C:2]([CH:3]=1)[CH:20]=[O:21]. Reactant: Br[C:2]1[CH:3]=[C:4]([O:10][CH3:11])[C:5]([O:8][CH3:9])=[N:6][CH:7]=1.C([Li])CCC.CN([CH:20]=[O:21])C. (7) Product: [Cl:1][C:2]1[CH:13]=[CH:12][CH:11]=[CH:10][C:3]=1[C@@H:4]([O:9][S:30]([C:27]1[CH:26]=[CH:25][C:24]([N+:21]([O-:23])=[O:22])=[CH:29][CH:28]=1)(=[O:31])=[O:32])[C:5]([O:7][CH3:8])=[O:6]. The catalyst class is: 154. Reactant: [Cl:1][C:2]1[CH:13]=[CH:12][CH:11]=[CH:10][C:3]=1[C@@H:4]([OH:9])[C:5]([O:7][CH3:8])=[O:6].C(N(CC)CC)C.[N+:21]([C:24]1[CH:29]=[CH:28][C:27]([S:30](Cl)(=[O:32])=[O:31])=[CH:26][CH:25]=1)([O-:23])=[O:22].O. (8) Reactant: [CH3:1][O:2][C:3](=[O:23])[NH:4][CH:5]([C:9]([N:11]1[CH2:15][CH2:14][CH2:13][CH:12]1[C:16]1[NH:17][C:18]([C:21]#[CH:22])=[CH:19][N:20]=1)=[O:10])[CH:6]([CH3:8])[CH3:7].[CH3:24][O:25][C:26](=[O:57])[NH:27][CH:28]([C:32]([N:34]1[CH2:38][CH2:37][CH2:36][CH:35]1[C:39]1[NH:40][C:41]([C:44]2[CH:49]=[CH:48][C:47]([C:50]3[CH:55]=[CH:54][C:53](Br)=[CH:52][CH:51]=3)=[CH:46][CH:45]=2)=[CH:42][N:43]=1)=[O:33])[CH:29]([CH3:31])[CH3:30].C(N(CC)CC)C. Product: [CH3:24][O:25][C:26](=[O:57])[NH:27][CH:28]([C:32]([N:34]1[CH2:38][CH2:37][CH2:36][CH:35]1[C:39]1[NH:40][C:41]([C:44]2[CH:49]=[CH:48][C:47]([C:50]3[CH:55]=[CH:54][C:53]([C:22]#[C:21][C:18]4[NH:17][C:16]([CH:12]5[CH2:13][CH2:14][CH2:15][N:11]5[C:9](=[O:10])[CH:5]([NH:4][C:3]([O:2][CH3:1])=[O:23])[CH:6]([CH3:8])[CH3:7])=[N:20][CH:19]=4)=[CH:52][CH:51]=3)=[CH:46][CH:45]=2)=[CH:42][N:43]=1)=[O:33])[CH:29]([CH3:31])[CH3:30]. The catalyst class is: 441.